This data is from Reaction yield outcomes from USPTO patents with 853,638 reactions. The task is: Predict the reaction yield, written as a fraction of the theoretical maximum amount of product (1.0 means a 100% yield; for example, 0.34 means a 34% yield). (1) The reactants are C(=O)([O-])[O-].[K+].[K+].I[CH3:8].[CH:9]1([NH:15][C:16]2[C:17]([NH2:22])=[CH:18][CH:19]=[CH:20][CH:21]=2)[CH2:14][CH2:13][CH2:12][CH2:11][CH2:10]1.O. The catalyst is CN(C=O)C. The product is [CH:9]1([NH:15][C:16]2[C:17]([NH:22][CH3:8])=[CH:18][CH:19]=[CH:20][CH:21]=2)[CH2:14][CH2:13][CH2:12][CH2:11][CH2:10]1. The yield is 0.390. (2) The reactants are C(OC(=O)[CH2:5][NH:6][NH:7][C:8](=[O:18])[C:9]1[CH:14]=[CH:13][C:12]([CH:15]([CH3:17])[CH3:16])=[CH:11][CH:10]=1)C.P(Cl)(Cl)(Cl)=[O:21]. No catalyst specified. The product is [CH:15]([C:12]1[CH:13]=[CH:14][C:9]([C:8]2[O:18][C:5](=[O:21])[NH:6][N:7]=2)=[CH:10][CH:11]=1)([CH3:17])[CH3:16]. The yield is 0.580. (3) The reactants are [C:1]([O:5][C:6]([N:8]1[CH2:13][CH2:12][N+:11]([O-])([CH2:14][CH2:15][N:16]2[C:21]3[N:22]=[C:23]([NH:26][CH3:27])[N:24]=[CH:25][C:20]=3[CH:19]=[C:18]([C:28]3[C:33]([Cl:34])=[C:32]([O:35][CH3:36])[CH:31]=[C:30]([O:37][CH3:38])[C:29]=3[Cl:39])[C:17]2=[O:40])[CH2:10][CH2:9]1)=[O:7])([CH3:4])([CH3:3])[CH3:2].C1C=CC(P(C2C=CC=CC=2)C2C=CC=CC=2)=CC=1. The catalyst is CN(C=O)C. The product is [Cl:34][C:33]1[C:32]([O:35][CH3:36])=[CH:31][C:30]([O:37][CH3:38])=[C:29]([Cl:39])[C:28]=1[C:18]1[C:17](=[O:40])[N:16]([CH2:15][CH2:14][N:11]2[CH2:10][CH2:9][N:8]([C:6]([O:5][C:1]([CH3:4])([CH3:3])[CH3:2])=[O:7])[CH2:13][CH2:12]2)[C:21]2[N:22]=[C:23]([NH:26][CH3:27])[N:24]=[CH:25][C:20]=2[CH:19]=1. The yield is 0.770. (4) The reactants are [Cl:1][C:2]1[CH:3]=[C:4]([CH:7]=[C:8]([Cl:26])[C:9]=1[O:10][C:11]1[CH:16]=[CH:15][C:14]([OH:17])=[C:13]([CH2:18][C:19]2[CH:24]=[CH:23][C:22]([F:25])=[CH:21][CH:20]=2)[CH:12]=1)[CH2:5]Br.[CH2:27]([O:29][P:30]([O:34]CC)[O:31][CH2:32][CH3:33])[CH3:28]. The catalyst is C1(C)C=CC=CC=1. The product is [Cl:1][C:2]1[CH:3]=[C:4]([CH:7]=[C:8]([Cl:26])[C:9]=1[O:10][C:11]1[CH:16]=[CH:15][C:14]([OH:17])=[C:13]([CH2:18][C:19]2[CH:24]=[CH:23][C:22]([F:25])=[CH:21][CH:20]=2)[CH:12]=1)[CH2:5][P:30](=[O:34])([O:31][CH2:32][CH3:33])[O:29][CH2:27][CH3:28]. The yield is 0.680. (5) The reactants are [CH3:1][S:2][C:3]1[CH:18]=[CH:17][CH:16]=[CH:15][C:4]=1[CH2:5][N:6]1[C:11]([CH3:12])=[CH:10][C:9]([OH:13])=[CH:8][C:7]1=[O:14].[I:19]N1C(=O)CCC1=O. The catalyst is C(#N)C. The product is [CH3:1][S:2][C:3]1[CH:18]=[CH:17][CH:16]=[CH:15][C:4]=1[CH2:5][N:6]1[C:11]([CH3:12])=[CH:10][C:9]([OH:13])=[C:8]([I:19])[C:7]1=[O:14]. The yield is 0.960. (6) The reactants are Br[C:2]1[CH:9]=[C:8]([N:10]2[C:18]3[CH2:17][C:16]([CH3:20])([CH3:19])[CH2:15][C:14](=[O:21])[C:13]=3[C:12]([CH3:22])=[CH:11]2)[CH:7]=[CH:6][C:3]=1[C:4]#[N:5].[NH2:23][CH:24]1[CH2:29][CH2:28][O:27][CH2:26][CH2:25]1.CC(C)([O-:33])C.[Na+]. The catalyst is C1(C)C=CC=CC=1.C([O-])(=O)C.[Pd+2].C([O-])(=O)C.C1(P(C2C=CC=CC=2)[C-]2C=CC=C2)C=CC=CC=1.[C-]1(P(C2C=CC=CC=2)C2C=CC=CC=2)C=CC=C1.[Fe+2]. The product is [O:27]1[CH2:28][CH2:29][CH:24]([NH:23][C:2]2[CH:9]=[C:8]([N:10]3[C:18]4[CH2:17][C:16]([CH3:20])([CH3:19])[CH2:15][C:14](=[O:21])[C:13]=4[C:12]([CH3:22])=[CH:11]3)[CH:7]=[CH:6][C:3]=2[C:4]([NH2:5])=[O:33])[CH2:25][CH2:26]1. The yield is 0.360.